Dataset: Catalyst prediction with 721,799 reactions and 888 catalyst types from USPTO. Task: Predict which catalyst facilitates the given reaction. (1) Reactant: [N:1]12[CH2:7][C:4]([C:8]([C:16]3[CH:21]=[CH:20][CH:19]=[CH:18][CH:17]=3)([C:10]3[CH:15]=[CH:14][CH:13]=[CH:12][CH:11]=3)[OH:9])([CH2:5][CH2:6]1)[CH2:3][CH2:2]2.[Br:22][CH2:23][CH:24]1[CH2:29][CH2:28][CH2:27][CH2:26][CH2:25]1. Product: [Br-:22].[CH:24]1([CH2:23][N+:1]23[CH2:7][C:4]([C:8]([OH:9])([C:16]4[CH:21]=[CH:20][CH:19]=[CH:18][CH:17]=4)[C:10]4[CH:15]=[CH:14][CH:13]=[CH:12][CH:11]=4)([CH2:5][CH2:6]2)[CH2:3][CH2:2]3)[CH2:29][CH2:28][CH2:27][CH2:26][CH2:25]1. The catalyst class is: 23. (2) Reactant: C[O:2][C:3](=[O:17])[C:4]1[CH:9]=[C:8]([Cl:10])[C:7]([NH:11][C:12](=[O:14])[CH3:13])=[CH:6][C:5]=1[O:15][CH3:16].[Li+].[OH-]. Product: [C:12]([NH:11][C:7]1[C:8]([Cl:10])=[CH:9][C:4]([C:3]([OH:17])=[O:2])=[C:5]([O:15][CH3:16])[CH:6]=1)(=[O:14])[CH3:13]. The catalyst class is: 5.